This data is from Full USPTO retrosynthesis dataset with 1.9M reactions from patents (1976-2016). The task is: Predict the reactants needed to synthesize the given product. (1) Given the product [CH3:1][C:2]1([CH3:32])[CH2:11][CH:10]=[C:9]([C:12]2[CH:17]=[CH:16][C:15]([CH3:18])=[CH:14][CH:13]=2)[C:8]2[CH:7]=[C:6]([C:19]#[C:20][C:21]3[CH:22]=[CH:23][C:24]([C:25]([OH:27])=[O:26])=[CH:30][CH:31]=3)[CH:5]=[CH:4][C:3]1=2, predict the reactants needed to synthesize it. The reactants are: [CH3:1][C:2]1([CH3:32])[CH2:11][CH:10]=[C:9]([C:12]2[CH:17]=[CH:16][C:15]([CH3:18])=[CH:14][CH:13]=2)[C:8]2[CH:7]=[C:6]([C:19]#[C:20][C:21]3[CH:31]=[CH:30][C:24]([C:25]([O:27]CC)=[O:26])=[CH:23][CH:22]=3)[CH:5]=[CH:4][C:3]1=2.O[Li].O. (2) Given the product [CH2:27]([O:26][C:24]([N:8]1[CH2:12][CH2:11][CH:10]([C:13]([O:15][CH2:16][C:17]2[CH:22]=[CH:21][CH:20]=[CH:19][CH:18]=2)=[O:14])[CH2:9]1)=[O:25])[C:28]1[CH:33]=[CH:32][CH:31]=[CH:30][CH:29]=1, predict the reactants needed to synthesize it. The reactants are: C([N:8]1[CH2:12][CH2:11][CH:10]([C:13]([O:15][CH2:16][C:17]2[CH:22]=[CH:21][CH:20]=[CH:19][CH:18]=2)=[O:14])[CH2:9]1)C1C=CC=CC=1.Cl[C:24]([O:26][CH2:27][C:28]1[CH:33]=[CH:32][CH:31]=[CH:30][CH:29]=1)=[O:25]. (3) Given the product [Cl:1][C:2]1[CH:3]=[C:4]([NH:8][C:9]2[N:14]=[C:13]([C:15]3[CH:20]=[CH:19][N:18]=[C:17]([NH:22][CH:23]([CH3:27])[CH2:24][O:25][CH3:26])[CH:16]=3)[CH:12]=[CH:11][N:10]=2)[CH:5]=[CH:6][CH:7]=1, predict the reactants needed to synthesize it. The reactants are: [Cl:1][C:2]1[CH:3]=[C:4]([NH:8][C:9]2[N:14]=[C:13]([C:15]3[CH:20]=[CH:19][N:18]=[C:17](Cl)[CH:16]=3)[CH:12]=[CH:11][N:10]=2)[CH:5]=[CH:6][CH:7]=1.[NH2:22][CH:23]([CH3:27])[CH2:24][O:25][CH3:26]. (4) Given the product [CH3:1][C:2]1[O:6][N:5]=[C:4]([C:7]2[CH:8]=[CH:9][CH:10]=[CH:11][CH:12]=2)[C:3]=1[CH2:13][O:14][C:15]1[CH:23]=[CH:22][C:18]([C:19]([NH:24][CH2:25][CH:26]([OH:31])[C:27]([F:30])([F:29])[F:28])=[O:21])=[CH:17][N:16]=1, predict the reactants needed to synthesize it. The reactants are: [CH3:1][C:2]1[O:6][N:5]=[C:4]([C:7]2[CH:12]=[CH:11][CH:10]=[CH:9][CH:8]=2)[C:3]=1[CH2:13][O:14][C:15]1[CH:23]=[CH:22][C:18]([C:19]([OH:21])=O)=[CH:17][N:16]=1.[NH2:24][CH2:25][CH:26]([OH:31])[C:27]([F:30])([F:29])[F:28]. (5) The reactants are: [NH2:1][C:2]1[C:3]([NH:18][CH3:19])=[CH:4][C:5]([O:13][CH2:14][CH:15]([F:17])[F:16])=[C:6]([CH:12]=1)[C:7]([O:9][CH2:10][CH3:11])=[O:8].[Cl:20][C:21]1[CH:37]=[CH:36][C:24]([CH2:25][NH:26][C:27]([C:29]2([C:32]([F:35])([F:34])[F:33])[CH2:31][CH2:30]2)=[O:28])=[CH:23][C:22]=1[N:38]=[C:39]=S.CC(C)N=C=NC(C)C. Given the product [Cl:20][C:21]1[CH:37]=[CH:36][C:24]([CH2:25][NH:26][C:27]([C:29]2([C:32]([F:35])([F:34])[F:33])[CH2:31][CH2:30]2)=[O:28])=[CH:23][C:22]=1[NH:38][C:39]1[N:18]([CH3:19])[C:3]2[CH:4]=[C:5]([O:13][CH2:14][CH:15]([F:16])[F:17])[C:6]([C:7]([O:9][CH2:10][CH3:11])=[O:8])=[CH:12][C:2]=2[N:1]=1, predict the reactants needed to synthesize it. (6) Given the product [Br:1][C:2]1[CH:3]=[CH:4][C:5]([F:27])=[C:6](/[C:8](=[N:34]\[S:32]([C:29]([CH3:31])([CH3:30])[CH3:28])=[O:33])/[CH2:9][C:10]2([S:16][CH2:17][C:18]3[CH:23]=[CH:22][C:21]([O:24][CH3:25])=[CH:20][CH:19]=3)[CH2:15][CH2:14][O:13][CH2:12][CH2:11]2)[CH:7]=1, predict the reactants needed to synthesize it. The reactants are: [Br:1][C:2]1[CH:3]=[CH:4][C:5]([F:27])=[C:6]([C:8](=O)[CH2:9][C:10]2([S:16][CH2:17][C:18]3[CH:23]=[CH:22][C:21]([O:24][CH3:25])=[CH:20][CH:19]=3)[CH2:15][CH2:14][O:13][CH2:12][CH2:11]2)[CH:7]=1.[CH3:28][C:29]([S:32]([NH2:34])=[O:33])([CH3:31])[CH3:30]. (7) Given the product [CH2:10]1[CH2:18][N:15]2[C:14]3[C:5]([CH2:6][CH2:7][CH2:16]2)=[C:4]([OH:8])[CH:3]=[CH:2][C:12]=3[CH2:11]1, predict the reactants needed to synthesize it. The reactants are: N[C:2]1[CH:3]=[C:4]([OH:8])[CH:5]=[CH:6][CH:7]=1.Br[CH2:10][CH2:11][CH2:12]Cl.[CH3:14][N:15]([CH3:18])[CH:16]=O. (8) Given the product [F:14][C:15]1[C:16]([CH2:34][N:9]2[C:10]3[C:6](=[CH:5][C:4]([N+:11]([O-:13])=[O:12])=[CH:3][C:2]=3[F:1])[CH:7]=[CH:8]2)=[N:17][CH:18]=[C:19]([CH:21]2[CH2:26][CH2:25][N:24]([C:27]([O:29][C:30]([CH3:32])([CH3:31])[CH3:33])=[O:28])[CH2:23][CH2:22]2)[CH:20]=1, predict the reactants needed to synthesize it. The reactants are: [F:1][C:2]1[CH:3]=[C:4]([N+:11]([O-:13])=[O:12])[CH:5]=[C:6]2[C:10]=1[NH:9][CH:8]=[CH:7]2.[F:14][C:15]1[C:16]([CH2:34]O)=[N:17][CH:18]=[C:19]([CH:21]2[CH2:26][CH2:25][N:24]([C:27]([O:29][C:30]([CH3:33])([CH3:32])[CH3:31])=[O:28])[CH2:23][CH2:22]2)[CH:20]=1. (9) Given the product [O:3]=[C:1]1[C:4]2[C:5](=[CH:23][C:24]([C:27]3[CH:28]=[N:29][C:30]([C:33]([F:34])([F:36])[F:35])=[N:31][CH:32]=3)=[CH:25][CH:26]=2)[CH2:6][N:2]1[C:50]([O:52][C:39]([CH3:40])([CH3:44])[CH3:38])=[O:51], predict the reactants needed to synthesize it. The reactants are: [C:1]([C:4]1[CH:26]=[CH:25][C:24]([C:27]2[CH:28]=[N:29][C:30]([C:33]([F:36])([F:35])[F:34])=[N:31][CH:32]=2)=[CH:23][C:5]=1[CH2:6]NC([C@@H]1C[C@@H](F)CN1C(OC(C)(C)C)=O)=O)(=[O:3])[NH2:2].F[C:38](F)(F)[C:39]1[CH:40]=NC(B(O)O)=N[CH:44]=1.[C:50](=O)([O-:52])[O-:51].[K+].[K+].O. (10) The reactants are: [C:1]1([C:14]2[CH:19]=[CH:18][CH:17]=[CH:16][CH:15]=2)[CH:6]=[CH:5][C:4]([CH:7](Br)[CH:8](Br)[C:9]([OH:11])=[O:10])=[CH:3][CH:2]=1.CC([O-])(C)C.[K+].Cl. Given the product [C:1]1([C:14]2[CH:15]=[CH:16][CH:17]=[CH:18][CH:19]=2)[CH:6]=[CH:5][C:4]([C:7]#[C:8][C:9]([OH:11])=[O:10])=[CH:3][CH:2]=1, predict the reactants needed to synthesize it.